The task is: Regression. Given a peptide amino acid sequence and an MHC pseudo amino acid sequence, predict their binding affinity value. This is MHC class I binding data.. This data is from Peptide-MHC class I binding affinity with 185,985 pairs from IEDB/IMGT. (1) The binding affinity (normalized) is 0.451. The MHC is HLA-A02:01 with pseudo-sequence HLA-A02:01. The peptide sequence is IVIYIVQML. (2) The peptide sequence is IRISMVISLL. The MHC is Mamu-B17 with pseudo-sequence Mamu-B17. The binding affinity (normalized) is 0.126.